From a dataset of Reaction yield outcomes from USPTO patents with 853,638 reactions. Predict the reaction yield, written as a fraction of the theoretical maximum amount of product (1.0 means a 100% yield; for example, 0.34 means a 34% yield). (1) The reactants are [Cl:1][C:2]1[N:3]=[C:4]([NH:11][C:12]2[CH:16]=[C:15]([C:17]([O:19]C)=[O:18])[NH:14][N:13]=2)[C:5]2[O:10][CH:9]=[CH:8][C:6]=2[N:7]=1.[OH-].[Na+:22]. The catalyst is C(O)C. The product is [Cl:1][C:2]1[N:3]=[C:4]([NH:11][C:12]2[CH:16]=[C:15]([C:17]([O-:19])=[O:18])[NH:14][N:13]=2)[C:5]2[O:10][CH:9]=[CH:8][C:6]=2[N:7]=1.[Na+:22]. The yield is 0.830. (2) The reactants are [OH:1][C:2]1[CH:9]=[CH:8][C:5]([CH:6]=[O:7])=[CH:4][CH:3]=1.N1C=CN=C1.[CH3:15][C:16]([Si:19](Cl)([CH3:21])[CH3:20])([CH3:18])[CH3:17].O. The catalyst is CN(C=O)C. The product is [Si:19]([O:1][C:2]1[CH:9]=[CH:8][C:5]([CH:6]=[O:7])=[CH:4][CH:3]=1)([C:16]([CH3:18])([CH3:17])[CH3:15])([CH3:21])[CH3:20]. The yield is 0.990. (3) The reactants are [CH3:1][S:2]([CH2:5][O:6][CH2:7][CH2:8][N:9]1[C:13]2[CH:14]=[CH:15][C:16]([C:18]([OH:20])=O)=[CH:17][C:12]=2[N:11]=[CH:10]1)(=[O:4])=[O:3].[NH:21]1[CH:30]2[CH:25]([CH2:26][CH2:27][CH2:28][CH2:29]2)[CH2:24][CH2:23][CH2:22]1.C1C=CC2N(O)N=NC=2C=1.CCN(C(C)C)C(C)C.CCN=C=NCCCN(C)C.Cl.Cl. The catalyst is CN(C=O)C. The product is [CH3:1][S:2]([CH2:5][O:6][CH2:7][CH2:8][N:9]1[C:13]2[CH:14]=[CH:15][C:16]([C:18]([N:21]3[CH:30]4[CH:25]([CH2:26][CH2:27][CH2:28][CH2:29]4)[CH2:24][CH2:23][CH2:22]3)=[O:20])=[CH:17][C:12]=2[N:11]=[CH:10]1)(=[O:3])=[O:4]. The yield is 0.430.